This data is from Full USPTO retrosynthesis dataset with 1.9M reactions from patents (1976-2016). The task is: Predict the reactants needed to synthesize the given product. (1) Given the product [C:28]([C:27]([S:24]([CH3:23])(=[O:26])=[O:25])=[CH:1][C:3]1[CH:4]=[C:5]([C:9]2[CH:17]=[CH:16][C:15]([C:18]([NH2:20])=[O:19])=[C:14]3[C:10]=2[C:11]([CH3:22])=[C:12]([CH3:21])[NH:13]3)[CH:6]=[CH:7][CH:8]=1)#[N:29], predict the reactants needed to synthesize it. The reactants are: [CH:1]([C:3]1[CH:4]=[C:5]([C:9]2[CH:17]=[CH:16][C:15]([C:18]([NH2:20])=[O:19])=[C:14]3[C:10]=2[C:11]([CH3:22])=[C:12]([CH3:21])[NH:13]3)[CH:6]=[CH:7][CH:8]=1)=O.[CH3:23][S:24]([CH2:27][C:28]#[N:29])(=[O:26])=[O:25].N12CCCN=C1CCCCC2. (2) The reactants are: [CH3:1][O:2][C:3]([C@@H:5]1[CH2:9][C@H:8]([OH:10])[CH2:7][N:6]1[C:11](=[O:24])[C@@H:12]([NH:16][C:17]([O:19][C:20]([CH3:23])([CH3:22])[CH3:21])=[O:18])[CH:13]([CH3:15])[CH3:14])=[O:4].C1N2CCN(CC2)C1.[Br:33][C:34]1[CH:39]=[CH:38][C:37]([S:40](Cl)(=[O:42])=[O:41])=[CH:36][CH:35]=1. Given the product [CH3:1][O:2][C:3]([C@@H:5]1[CH2:9][C@H:8]([O:10][S:40]([C:37]2[CH:38]=[CH:39][C:34]([Br:33])=[CH:35][CH:36]=2)(=[O:42])=[O:41])[CH2:7][N:6]1[C:11](=[O:24])[C@@H:12]([NH:16][C:17]([O:19][C:20]([CH3:22])([CH3:21])[CH3:23])=[O:18])[CH:13]([CH3:15])[CH3:14])=[O:4], predict the reactants needed to synthesize it. (3) Given the product [Cl:7][C:8]1[C:9]([CH2:10][OH:11])=[CH:13][CH:14]=[CH:15][N:16]=1, predict the reactants needed to synthesize it. The reactants are: [H-].[Al+3].[Li+].[H-].[H-].[H-].[Cl:7][C:8]1[N:16]=[CH:15][CH:14]=[CH:13][C:9]=1[C:10](O)=[O:11].[OH-].[Na+]. (4) Given the product [ClH:48].[N:8]1([C:5]2[CH:6]=[CH:7][C:2]([NH:1][S:32]([C:35]3[C:47]4[C:39](=[C:40]([N:41]([CH3:43])[CH3:42])[CH:44]=[CH:45][CH:46]=4)[CH:38]=[CH:37][CH:36]=3)(=[O:34])=[O:33])=[C:3]([NH:22][S:23]([C:26]3[CH:27]=[CH:28][CH:29]=[CH:30][CH:31]=3)(=[O:24])=[O:25])[CH:4]=2)[CH2:14][CH2:13][CH2:12][NH:11][CH2:10][CH2:9]1, predict the reactants needed to synthesize it. The reactants are: [NH2:1][C:2]1[CH:7]=[CH:6][C:5]([N:8]2[CH2:14][CH2:13][CH2:12][N:11](C(OC(C)(C)C)=O)[CH2:10][CH2:9]2)=[CH:4][C:3]=1[NH:22][S:23]([C:26]1[CH:31]=[CH:30][CH:29]=[CH:28][CH:27]=1)(=[O:25])=[O:24].[S:32]([Cl:48])([C:35]1[C:47]2[CH:46]=[CH:45][CH:44]=[C:40]([N:41]([CH3:43])[CH3:42])[C:39]=2[CH:38]=[CH:37][CH:36]=1)(=[O:34])=[O:33]. (5) Given the product [OH:2][CH2:1][C:3]1[S:7][C:6]([B:8]([OH:10])[OH:9])=[CH:5][CH:4]=1, predict the reactants needed to synthesize it. The reactants are: [CH:1]([C:3]1[S:7][C:6]([B:8]([OH:10])[OH:9])=[CH:5][CH:4]=1)=[O:2].[BH4-].[Na+]. (6) Given the product [CH3:25][O:26][CH:27]1[CH2:32][CH2:31][CH:30]([C:33]([N:22]2[CH2:23][CH2:24][CH:19]([CH2:18][O:17][C:14]3[CH:13]=[CH:12][C:11]([C:8]4[CH:9]=[CH:10][C:5]([S:2]([CH3:1])(=[O:3])=[O:4])=[CH:6][CH:7]=4)=[CH:16][N:15]=3)[CH2:20][CH2:21]2)=[O:34])[CH2:29][CH2:28]1, predict the reactants needed to synthesize it. The reactants are: [CH3:1][S:2]([C:5]1[CH:10]=[CH:9][C:8]([C:11]2[CH:12]=[CH:13][C:14]([O:17][CH2:18][CH:19]3[CH2:24][CH2:23][NH:22][CH2:21][CH2:20]3)=[N:15][CH:16]=2)=[CH:7][CH:6]=1)(=[O:4])=[O:3].[CH3:25][O:26][CH:27]1[CH2:32][CH2:31][CH:30]([C:33](O)=[O:34])[CH2:29][CH2:28]1. (7) Given the product [NH:20]1[C:28]2[C:23](=[CH:24][CH:25]=[CH:26][CH:27]=2)[C:22]([CH2:29][NH:30][S:16]([C:14]2[S:15][C:11]([C:5]3[CH:4]=[C:3]([CH2:1][CH3:2])[C:8](=[O:9])[NH:7][C:6]=3[CH3:10])=[CH:12][CH:13]=2)(=[O:18])=[O:17])=[CH:21]1, predict the reactants needed to synthesize it. The reactants are: [CH2:1]([C:3]1[C:8](=[O:9])[NH:7][C:6]([CH3:10])=[C:5]([C:11]2[S:15][C:14]([S:16](Cl)(=[O:18])=[O:17])=[CH:13][CH:12]=2)[CH:4]=1)[CH3:2].[NH:20]1[C:28]2[C:23](=[CH:24][CH:25]=[CH:26][CH:27]=2)[C:22]([CH2:29][NH2:30])=[CH:21]1. (8) Given the product [F:1][C:2]1[CH:3]=[CH:4][C:5]([C:8]2[O:15][C:23]3[CH:28]=[CH:27][C:26]([OH:29])=[CH:25][C:24]=3[C:9]=2[C:10]([O:12][CH2:13][CH3:14])=[O:11])=[CH:6][CH:7]=1, predict the reactants needed to synthesize it. The reactants are: [F:1][C:2]1[CH:7]=[CH:6][C:5]([C:8](=[O:15])[CH2:9][C:10]([O:12][CH2:13][CH3:14])=[O:11])=[CH:4][CH:3]=1.C1(C)C=CC=CC=1.[C:23]1(=O)[CH:28]=[CH:27][C:26](=[O:29])[CH:25]=[CH:24]1.